From a dataset of Forward reaction prediction with 1.9M reactions from USPTO patents (1976-2016). Predict the product of the given reaction. (1) Given the reactants [CH3:1][S:2]([N:5]1[CH2:10][CH2:9][NH:8][CH2:7][CH2:6]1)(=[O:4])=[O:3].[Cl:11][CH2:12][CH:13]=O.O.[B].CC1N=CC=CC=1, predict the reaction product. The product is: [Cl:11][CH2:12][CH2:13][N:8]1[CH2:9][CH2:10][N:5]([S:2]([CH3:1])(=[O:4])=[O:3])[CH2:6][CH2:7]1. (2) Given the reactants [C:1]1([CH2:7][C:8]([CH:10]2[C:15](=O)[CH2:14][CH2:13][O:12][CH2:11]2)=O)[CH:6]=[CH:5][CH:4]=[CH:3][CH:2]=1.[CH3:17][O:18][C:19]1[CH:20]=[C:21]([NH:31][C:32]([NH2:34])=[NH:33])[CH:22]=[CH:23][C:24]=1[N:25]1[CH:29]=[C:28]([CH3:30])[N:27]=[CH:26]1.N1C=CC=NC=1, predict the reaction product. The product is: [CH2:7]([C:8]1[C:10]2[CH2:11][O:12][CH2:13][CH2:14][C:15]=2[N:34]=[C:32]([NH:31][C:21]2[CH:22]=[CH:23][C:24]([N:25]3[CH:29]=[C:28]([CH3:30])[N:27]=[CH:26]3)=[C:19]([O:18][CH3:17])[CH:20]=2)[N:33]=1)[C:1]1[CH:6]=[CH:5][CH:4]=[CH:3][CH:2]=1. (3) Given the reactants [CH:1]1([CH2:7][NH:8][C:9]2[C:14]([CH2:15][C:16]([OH:18])=[O:17])=[CH:13][C:12]([NH:19][C:20](=[O:25])[C:21]([CH3:24])([CH3:23])[CH3:22])=[CH:11][N:10]=2)[CH2:6][CH2:5][CH2:4][CH2:3][CH2:2]1.Cl.[CH3:27]O, predict the reaction product. The product is: [CH3:27][O:17][C:16](=[O:18])[CH2:15][C:14]1[C:9]([NH:8][CH2:7][CH:1]2[CH2:2][CH2:3][CH2:4][CH2:5][CH2:6]2)=[N:10][CH:11]=[C:12]([NH:19][C:20](=[O:25])[C:21]([CH3:22])([CH3:24])[CH3:23])[CH:13]=1.